The task is: Binary Classification. Given a T-cell receptor sequence (or CDR3 region) and an epitope sequence, predict whether binding occurs between them.. This data is from TCR-epitope binding with 47,182 pairs between 192 epitopes and 23,139 TCRs. (1) The epitope is VLAWLYAAV. The TCR CDR3 sequence is CASSQEGAWPQYF. Result: 1 (the TCR binds to the epitope). (2) The epitope is KRWIILGLNK. The TCR CDR3 sequence is CASNLDRNEQFF. Result: 1 (the TCR binds to the epitope). (3) The epitope is KAYNVTQAF. The TCR CDR3 sequence is CASSPGVNTEAFF. Result: 0 (the TCR does not bind to the epitope). (4) The epitope is LPRRSGAAGA. The TCR CDR3 sequence is CASSFDAGMNTEAFF. Result: 1 (the TCR binds to the epitope).